From a dataset of Full USPTO retrosynthesis dataset with 1.9M reactions from patents (1976-2016). Predict the reactants needed to synthesize the given product. (1) Given the product [CH2:18]([O:17][C:13]1[CH:12]=[N:11][CH:10]=[C:9]([O:8][CH2:1][C:2]2[CH:3]=[CH:4][CH:5]=[CH:6][CH:7]=2)[C:14]=1[CH2:15][O:16][Si:34]([C:31]([CH3:33])([CH3:32])[CH3:30])([CH3:36])[CH3:35])[C:19]1[CH:24]=[CH:23][CH:22]=[CH:21][CH:20]=1, predict the reactants needed to synthesize it. The reactants are: [CH2:1]([O:8][C:9]1[CH:10]=[N:11][CH:12]=[C:13]([O:17][CH2:18][C:19]2[CH:24]=[CH:23][CH:22]=[CH:21][CH:20]=2)[C:14]=1[CH2:15][OH:16])[C:2]1[CH:7]=[CH:6][CH:5]=[CH:4][CH:3]=1.N1C=CN=C1.[CH3:30][C:31]([Si:34](Cl)([CH3:36])[CH3:35])([CH3:33])[CH3:32]. (2) Given the product [CH:11]1([CH2:14][NH:15][C:2]2[C:7]([N+:8]([O-:10])=[O:9])=[CH:6][CH:5]=[CH:4][N:3]=2)[CH2:13][CH2:12]1, predict the reactants needed to synthesize it. The reactants are: Cl[C:2]1[C:7]([N+:8]([O-:10])=[O:9])=[CH:6][CH:5]=[CH:4][N:3]=1.[CH:11]1([CH2:14][NH2:15])[CH2:13][CH2:12]1.O.